From a dataset of Full USPTO retrosynthesis dataset with 1.9M reactions from patents (1976-2016). Predict the reactants needed to synthesize the given product. (1) Given the product [Cl:1][C:2]1[C:3]([O:18][C:19]2[CH:20]=[N:21][C:22]([C:35]3[CH:34]=[CH:33][C:32]([F:31])=[C:37]([F:38])[CH:36]=3)=[CH:23][C:24]=2[C:25]2[CH:29]=[N:28][NH:27][CH:26]=2)=[CH:4][C:5]([F:17])=[C:6]([S:8]([NH:11][C:12]2[N:13]=[CH:14][S:15][CH:16]=2)(=[O:10])=[O:9])[CH:7]=1, predict the reactants needed to synthesize it. The reactants are: [Cl:1][C:2]1[C:3]([O:18][C:19]2[CH:20]=[N:21][C:22](Cl)=[CH:23][C:24]=2[C:25]2[CH:26]=[N:27][NH:28][CH:29]=2)=[CH:4][C:5]([F:17])=[C:6]([S:8]([NH:11][C:12]2[N:13]=[CH:14][S:15][CH:16]=2)(=[O:10])=[O:9])[CH:7]=1.[F:31][C:32]1[CH:33]=[C:34](B(O)O)[CH:35]=[CH:36][C:37]=1[F:38].C([O-])([O-])=O.[K+].[K+].O. (2) The reactants are: C([O:3][C:4](=O)[CH2:5][CH2:6][CH2:7][CH2:8][CH2:9][CH2:10][O:11][C:12]1[CH:17]=[CH:16][CH:15]=[CH:14][CH:13]=1)C.[H-].C([Al+]CC(C)C)C(C)C. Given the product [O:11]([CH2:10][CH2:9][CH2:8][CH2:7][CH2:6][CH2:5][CH:4]=[O:3])[C:12]1[CH:17]=[CH:16][CH:15]=[CH:14][CH:13]=1, predict the reactants needed to synthesize it. (3) Given the product [C:1]([C:5]1[C:6]([NH:14][C:22](=[O:23])[CH:21]=[C:15]2[CH2:20][CH2:19][CH2:18][CH2:17][CH2:16]2)=[N:7][N:8]2[CH:13]=[CH:12][CH:11]=[N:10][C:9]=12)([CH3:4])([CH3:2])[CH3:3], predict the reactants needed to synthesize it. The reactants are: [C:1]([C:5]1[C:6]([NH2:14])=[N:7][N:8]2[CH:13]=[CH:12][CH:11]=[N:10][C:9]=12)([CH3:4])([CH3:3])[CH3:2].[C:15]1(=[CH:21][C:22](O)=[O:23])[CH2:20][CH2:19][CH2:18][CH2:17][CH2:16]1.